This data is from Catalyst prediction with 721,799 reactions and 888 catalyst types from USPTO. The task is: Predict which catalyst facilitates the given reaction. Reactant: [Br:1][C:2]1[CH:7]=[C:6]([F:8])[CH:5]=[C:4]([CH2:9]Br)[CH:3]=1.[OH:11][CH2:12][C:13]1([C:26]2[CH:31]=[CH:30][CH:29]=[CH:28][CH:27]=2)[CH2:18][CH2:17][N:16]([C:19]([O:21][C:22]([CH3:25])([CH3:24])[CH3:23])=[O:20])[CH2:15][CH2:14]1.[H-].[Na+]. Product: [Br:1][C:2]1[CH:3]=[C:4]([CH:5]=[C:6]([F:8])[CH:7]=1)[CH2:9][O:11][CH2:12][C:13]1([C:26]2[CH:27]=[CH:28][CH:29]=[CH:30][CH:31]=2)[CH2:18][CH2:17][N:16]([C:19]([O:21][C:22]([CH3:24])([CH3:25])[CH3:23])=[O:20])[CH2:15][CH2:14]1. The catalyst class is: 35.